Dataset: Reaction yield outcomes from USPTO patents with 853,638 reactions. Task: Predict the reaction yield, written as a fraction of the theoretical maximum amount of product (1.0 means a 100% yield; for example, 0.34 means a 34% yield). (1) The reactants are Cl[CH2:2][CH2:3][CH2:4][N:5]1[C:10]2[CH:11]=[C:12]([CH3:16])[CH:13]=[C:14]([CH3:15])[C:9]=2[O:8][CH2:7][C:6]1=[O:17].C([O-])([O-])=O.[K+].[K+].[Na+].[I-].[CH2:26]([CH:30]1[CH2:35][CH2:34][NH:33][CH2:32][CH2:31]1)[CH2:27][CH2:28][CH3:29]. The catalyst is CCCCCCC.CCOC(C)=O. The product is [CH2:26]([CH:30]1[CH2:35][CH2:34][N:33]([CH2:2][CH2:3][CH2:4][N:5]2[C:10]3[CH:11]=[C:12]([CH3:16])[CH:13]=[C:14]([CH3:15])[C:9]=3[O:8][CH2:7][C:6]2=[O:17])[CH2:32][CH2:31]1)[CH2:27][CH2:28][CH3:29]. The yield is 0.720. (2) The reactants are [C:1]([O:5][C:6]([N:8]1[CH2:13][CH2:12][CH:11]([C:14]2[CH:19]=[CH:18][CH:17]=[C:16]([O:20][CH3:21])[CH:15]=2)[CH:10]([OH:22])[CH2:9]1)=[O:7])([CH3:4])([CH3:3])[CH3:2].N1C=CC=CC=1.CC(OI1(OC(C)=O)(OC(C)=O)OC(=O)C2C=CC=CC1=2)=O. The catalyst is C(Cl)Cl. The product is [C:1]([O:5][C:6]([N:8]1[CH2:13][CH2:12][CH:11]([C:14]2[CH:19]=[CH:18][CH:17]=[C:16]([O:20][CH3:21])[CH:15]=2)[C:10](=[O:22])[CH2:9]1)=[O:7])([CH3:4])([CH3:3])[CH3:2]. The yield is 0.750. (3) The reactants are [Br:1][C:2]1[CH:3]=[CH:4][C:5]2[O:9][C:8]([CH2:10]O)=[C:7]([CH3:12])[C:6]=2[C:13]=1[O:14][CH3:15].S(Cl)([Cl:18])=O. The product is [Br:1][C:2]1[CH:3]=[CH:4][C:5]2[O:9][C:8]([CH2:10][Cl:18])=[C:7]([CH3:12])[C:6]=2[C:13]=1[O:14][CH3:15]. The catalyst is ClCCl. The yield is 0.920. (4) The reactants are [CH3:1][O:2][C:3]1[CH:15]=[CH:14][C:6]([CH2:7][O:8][CH2:9][C@H:10]([OH:13])[CH2:11][OH:12])=[CH:5][CH:4]=1.[C:16](O)(=[O:34])[CH2:17][CH2:18][CH2:19][CH2:20][CH2:21][CH2:22][CH2:23]/[CH:24]=[CH:25]\[CH2:26][CH2:27][CH2:28][CH2:29][CH2:30][CH2:31][CH2:32][CH3:33].C1CCC(N=C=NC2CCCCC2)CC1.C(Cl)Cl. The catalyst is CN(C1C=CN=CC=1)C. The product is [C:16]([O:12][CH2:11][C@H:10]([CH2:9][O:8][CH2:7][C:6]1[CH:5]=[CH:4][C:3]([O:2][CH3:1])=[CH:15][CH:14]=1)[OH:13])(=[O:34])[CH2:17][CH2:18][CH2:19][CH2:20][CH2:21][CH2:22][CH2:23]/[CH:24]=[CH:25]\[CH2:26][CH2:27][CH2:28][CH2:29][CH2:30][CH2:31][CH2:32][CH3:33]. The yield is 0.480.